This data is from Reaction yield outcomes from USPTO patents with 853,638 reactions. The task is: Predict the reaction yield, written as a fraction of the theoretical maximum amount of product (1.0 means a 100% yield; for example, 0.34 means a 34% yield). (1) The reactants are [O:1]=[S:2]1(=[O:39])[CH2:7][CH2:6][CH:5]([O:8][C:9]2[CH:14]=[C:13]([CH3:15])[C:12]([C:16]3[CH:21]=[CH:20][CH:19]=[C:18]([CH2:22][O:23][C:24]4[CH:37]=[CH:36][C:27]5[C@H:28]([CH2:31][C:32]([O:34]C)=[O:33])[CH2:29][O:30][C:26]=5[CH:25]=4)[CH:17]=3)=[C:11]([CH3:38])[CH:10]=2)[CH2:4][CH2:3]1.CO.[OH-].[Na+].Cl. The catalyst is O.O1CCCC1. The product is [O:39]=[S:2]1(=[O:1])[CH2:7][CH2:6][CH:5]([O:8][C:9]2[CH:14]=[C:13]([CH3:15])[C:12]([C:16]3[CH:21]=[CH:20][CH:19]=[C:18]([CH2:22][O:23][C:24]4[CH:37]=[CH:36][C:27]5[C@H:28]([CH2:31][C:32]([OH:34])=[O:33])[CH2:29][O:30][C:26]=5[CH:25]=4)[CH:17]=3)=[C:11]([CH3:38])[CH:10]=2)[CH2:4][CH2:3]1. The yield is 0.850. (2) The product is [CH:1]1([N:4]([CH2:7][C:8]2[CH:13]=[CH:12][C:11]([C:14]#[C:15][C:16]3[CH:26]=[CH:25][C:19]([C:20]([OH:22])=[O:21])=[CH:18][CH:17]=3)=[CH:10][C:9]=2[CH:27]([CH3:28])[CH3:29])[CH2:5][CH3:6])[CH2:2][CH2:3]1. The yield is 0.720. The catalyst is C(O)C.O1CCCC1. The reactants are [CH:1]1([N:4]([CH2:7][C:8]2[CH:13]=[CH:12][C:11]([C:14]#[C:15][C:16]3[CH:26]=[CH:25][C:19]([C:20]([O:22]CC)=[O:21])=[CH:18][CH:17]=3)=[CH:10][C:9]=2[CH:27]([CH3:29])[CH3:28])[CH2:5][CH3:6])[CH2:3][CH2:2]1.[OH-].[Na+]. (3) The reactants are [Br:1][C:2]1[N:6]=[CH:5][N:4]([C:7]2[CH:12]=[CH:11][C:10](OC(C)C)=[CH:9][CH:8]=2)[N:3]=1.C(=O)([O-])[O-].[Cs+].[Cs+].IC1C=CC([C:30]([F:33])([F:32])[F:31])=CC=1. The catalyst is CS(C)=O.[Cu]I. The product is [Br:1][C:2]1[N:6]=[CH:5][N:4]([C:7]2[CH:8]=[CH:9][C:10]([C:30]([F:33])([F:32])[F:31])=[CH:11][CH:12]=2)[N:3]=1. The yield is 0.640. (4) The reactants are [CH:1]1([N:6]2[C:15]3[N:14]=[C:13]([NH:16][C:17]4[CH:18]=[CH:19][C:20]([C:28]([O:30]C)=[O:29])=[C:21]5[C:25]=4[O:24][C:23]([CH3:27])([CH3:26])[CH2:22]5)[N:12]=[CH:11][C:10]=3[N:9]([CH3:32])[C:8](=[O:33])[C@H:7]2[CH2:34][CH3:35])[CH2:5][CH2:4][CH2:3][CH2:2]1.[OH-].[Li+].O.Cl. The catalyst is CO. The product is [CH:1]1([N:6]2[C:15]3[N:14]=[C:13]([NH:16][C:17]4[CH:18]=[CH:19][C:20]([C:28]([OH:30])=[O:29])=[C:21]5[C:25]=4[O:24][C:23]([CH3:27])([CH3:26])[CH2:22]5)[N:12]=[CH:11][C:10]=3[N:9]([CH3:32])[C:8](=[O:33])[C@H:7]2[CH2:34][CH3:35])[CH2:2][CH2:3][CH2:4][CH2:5]1. The yield is 1.00. (5) The reactants are C([N:5]1[C:9]2=[N:10][C:11]([S:21][C:22]3[CH:27]=[CH:26][C:25]([F:28])=[CH:24][CH:23]=3)=[N:12][C:13]([NH:14][C:15]3[CH:19]=[C:18]([CH3:20])[NH:17][N:16]=3)=[C:8]2[CH:7]=[N:6]1)(C)(C)C.C(O)=[O:30].Cl.OOS([O-])=O.[K+].[OH2:39]. The catalyst is CO. The product is [F:28][C:25]1[CH:26]=[CH:27][C:22]([S:21]([C:11]2[N:10]=[C:9]3[NH:5][N:6]=[CH:7][C:8]3=[C:13]([NH:14][C:15]3[CH:19]=[C:18]([CH3:20])[NH:17][N:16]=3)[N:12]=2)(=[O:30])=[O:39])=[CH:23][CH:24]=1. The yield is 0.0200. (6) The reactants are Br[C:2]1[CH:11]=[C:10]2[C:5]([CH:6]=[C:7](OCCOC)[C:8]([C:12]3[NH:13][CH2:14][CH2:15][N:16]=3)=[CH:9]2)=[CH:4][CH:3]=1.C([O-])([O-])=O.[Na+].[Na+].[CH3:28][C:29]1[CH:34]=[CH:33][C:32](B(O)O)=[CH:31][CH:30]=1.[O:38]1[CH2:43]C[O:41][CH2:40][CH2:39]1. The catalyst is C1C=CC([P]([Pd]([P](C2C=CC=CC=2)(C2C=CC=CC=2)C2C=CC=CC=2)([P](C2C=CC=CC=2)(C2C=CC=CC=2)C2C=CC=CC=2)[P](C2C=CC=CC=2)(C2C=CC=CC=2)C2C=CC=CC=2)(C2C=CC=CC=2)C2C=CC=CC=2)=CC=1. The product is [CH3:28][C:29]1[CH:34]=[CH:33][C:32]([C:2]2[CH:11]=[C:10]3[C:5]([CH:6]=[CH:7][C:8]([C:12]4[NH:13][CH2:14][CH2:15][N:16]=4)([O:41][CH2:40][CH2:39][O:38][CH3:43])[CH2:9]3)=[CH:4][CH:3]=2)=[CH:31][CH:30]=1. The yield is 0.320.